This data is from NCI-60 drug combinations with 297,098 pairs across 59 cell lines. The task is: Regression. Given two drug SMILES strings and cell line genomic features, predict the synergy score measuring deviation from expected non-interaction effect. (1) Drug 1: CCCCC(=O)OCC(=O)C1(CC(C2=C(C1)C(=C3C(=C2O)C(=O)C4=C(C3=O)C=CC=C4OC)O)OC5CC(C(C(O5)C)O)NC(=O)C(F)(F)F)O. Drug 2: CC(C)NC(=O)C1=CC=C(C=C1)CNNC.Cl. Cell line: A498. Synergy scores: CSS=56.0, Synergy_ZIP=13.1, Synergy_Bliss=14.7, Synergy_Loewe=16.3, Synergy_HSA=17.1. (2) Drug 1: C1=CC(=CC=C1CC(C(=O)O)N)N(CCCl)CCCl.Cl. Drug 2: C1=CC=C(C=C1)NC(=O)CCCCCCC(=O)NO. Cell line: NCI-H322M. Synergy scores: CSS=6.99, Synergy_ZIP=0.997, Synergy_Bliss=4.15, Synergy_Loewe=-37.2, Synergy_HSA=0.330. (3) Drug 1: C1=CC=C(C(=C1)C(C2=CC=C(C=C2)Cl)C(Cl)Cl)Cl. Drug 2: CN(CCCl)CCCl.Cl. Cell line: HL-60(TB). Synergy scores: CSS=42.6, Synergy_ZIP=-0.666, Synergy_Bliss=-1.32, Synergy_Loewe=-43.8, Synergy_HSA=-1.51. (4) Drug 1: C1=CC=C(C(=C1)C(C2=CC=C(C=C2)Cl)C(Cl)Cl)Cl. Drug 2: CC(C)CN1C=NC2=C1C3=CC=CC=C3N=C2N. Cell line: SF-268. Synergy scores: CSS=-1.02, Synergy_ZIP=1.10, Synergy_Bliss=0.920, Synergy_Loewe=-1.45, Synergy_HSA=-1.66. (5) Drug 1: C1C(C(OC1N2C=NC3=C(N=C(N=C32)Cl)N)CO)O. Drug 2: C1CNP(=O)(OC1)N(CCCl)CCCl. Cell line: BT-549. Synergy scores: CSS=45.0, Synergy_ZIP=1.25, Synergy_Bliss=0.235, Synergy_Loewe=-46.9, Synergy_HSA=0.633. (6) Drug 1: C1CCC(CC1)NC(=O)N(CCCl)N=O. Drug 2: C#CCC(CC1=CN=C2C(=N1)C(=NC(=N2)N)N)C3=CC=C(C=C3)C(=O)NC(CCC(=O)O)C(=O)O. Cell line: SNB-19. Synergy scores: CSS=41.5, Synergy_ZIP=2.49, Synergy_Bliss=4.64, Synergy_Loewe=5.15, Synergy_HSA=4.57. (7) Drug 1: CCC1=CC2CC(C3=C(CN(C2)C1)C4=CC=CC=C4N3)(C5=C(C=C6C(=C5)C78CCN9C7C(C=CC9)(C(C(C8N6C)(C(=O)OC)O)OC(=O)C)CC)OC)C(=O)OC.C(C(C(=O)O)O)(C(=O)O)O. Drug 2: CC1=C(C(CCC1)(C)C)C=CC(=CC=CC(=CC(=O)O)C)C. Cell line: DU-145. Synergy scores: CSS=45.0, Synergy_ZIP=0.446, Synergy_Bliss=0.598, Synergy_Loewe=-15.6, Synergy_HSA=1.57. (8) Drug 1: C(CC(=O)O)C(=O)CN.Cl. Drug 2: CC(C)CN1C=NC2=C1C3=CC=CC=C3N=C2N. Cell line: K-562. Synergy scores: CSS=0.389, Synergy_ZIP=3.26, Synergy_Bliss=8.18, Synergy_Loewe=1.93, Synergy_HSA=1.01. (9) Drug 1: CCCS(=O)(=O)NC1=C(C(=C(C=C1)F)C(=O)C2=CNC3=C2C=C(C=N3)C4=CC=C(C=C4)Cl)F. Drug 2: CS(=O)(=O)CCNCC1=CC=C(O1)C2=CC3=C(C=C2)N=CN=C3NC4=CC(=C(C=C4)OCC5=CC(=CC=C5)F)Cl. Cell line: SR. Synergy scores: CSS=24.7, Synergy_ZIP=-1.09, Synergy_Bliss=3.79, Synergy_Loewe=2.71, Synergy_HSA=3.54.